From a dataset of NCI-60 drug combinations with 297,098 pairs across 59 cell lines. Regression. Given two drug SMILES strings and cell line genomic features, predict the synergy score measuring deviation from expected non-interaction effect. (1) Drug 1: C1CCN(CC1)CCOC2=CC=C(C=C2)C(=O)C3=C(SC4=C3C=CC(=C4)O)C5=CC=C(C=C5)O. Drug 2: CC1C(C(CC(O1)OC2CC(CC3=C2C(=C4C(=C3O)C(=O)C5=CC=CC=C5C4=O)O)(C(=O)C)O)N)O. Cell line: IGROV1. Synergy scores: CSS=58.4, Synergy_ZIP=2.73, Synergy_Bliss=3.66, Synergy_Loewe=-0.117, Synergy_HSA=2.32. (2) Drug 1: C1=CC(=C2C(=C1NCCNCCO)C(=O)C3=C(C=CC(=C3C2=O)O)O)NCCNCCO. Drug 2: N.N.Cl[Pt+2]Cl. Cell line: HOP-92. Synergy scores: CSS=20.4, Synergy_ZIP=-7.81, Synergy_Bliss=-9.96, Synergy_Loewe=-37.7, Synergy_HSA=-9.33. (3) Drug 1: CC12CCC3C(C1CCC2=O)CC(=C)C4=CC(=O)C=CC34C. Drug 2: CC=C1C(=O)NC(C(=O)OC2CC(=O)NC(C(=O)NC(CSSCCC=C2)C(=O)N1)C(C)C)C(C)C. Cell line: SK-OV-3. Synergy scores: CSS=44.0, Synergy_ZIP=2.36, Synergy_Bliss=3.13, Synergy_Loewe=-16.3, Synergy_HSA=4.21. (4) Drug 1: C1=CN(C(=O)N=C1N)C2C(C(C(O2)CO)O)O.Cl. Drug 2: C1CNP(=O)(OC1)N(CCCl)CCCl. Cell line: EKVX. Synergy scores: CSS=8.88, Synergy_ZIP=-3.44, Synergy_Bliss=-0.378, Synergy_Loewe=-6.40, Synergy_HSA=0.465. (5) Drug 1: C1=NC2=C(N1)C(=S)N=C(N2)N. Drug 2: CC1=C(C(CCC1)(C)C)C=CC(=CC=CC(=CC(=O)O)C)C. Cell line: PC-3. Synergy scores: CSS=17.3, Synergy_ZIP=-7.40, Synergy_Bliss=-2.60, Synergy_Loewe=-7.85, Synergy_HSA=-2.07. (6) Drug 1: CC(C1=C(C=CC(=C1Cl)F)Cl)OC2=C(N=CC(=C2)C3=CN(N=C3)C4CCNCC4)N. Drug 2: C1=CC(=CC=C1C#N)C(C2=CC=C(C=C2)C#N)N3C=NC=N3. Cell line: CCRF-CEM. Synergy scores: CSS=55.1, Synergy_ZIP=4.83, Synergy_Bliss=4.60, Synergy_Loewe=-15.3, Synergy_HSA=3.25. (7) Drug 1: CC1=C2C(C(=O)C3(C(CC4C(C3C(C(C2(C)C)(CC1OC(=O)C(C(C5=CC=CC=C5)NC(=O)OC(C)(C)C)O)O)OC(=O)C6=CC=CC=C6)(CO4)OC(=O)C)OC)C)OC. Drug 2: C1=CN(C=N1)CC(O)(P(=O)(O)O)P(=O)(O)O. Cell line: NCI-H522. Synergy scores: CSS=48.2, Synergy_ZIP=7.29, Synergy_Bliss=8.84, Synergy_Loewe=-11.8, Synergy_HSA=10.8.